Predict the product of the given reaction. From a dataset of Forward reaction prediction with 1.9M reactions from USPTO patents (1976-2016). (1) Given the reactants C(OC([N:8]1[CH2:13][CH2:12][CH:11]([C:14]2([C:23]3[CH:28]=[CH:27][C:26](Br)=[CH:25][CH:24]=3)[O:18][C:17]3[CH:19]=[CH:20][CH:21]=[CH:22][C:16]=3[O:15]2)[CH2:10][CH2:9]1)=O)(C)(C)C.[Li]CCCC.[CH:35](=[O:37])[CH3:36].C(O)(C(F)(F)F)=O, predict the reaction product. The product is: [NH:8]1[CH2:13][CH2:12][CH:11]([C:14]2([C:23]3[CH:28]=[CH:27][C:26]([CH:35]([OH:37])[CH3:36])=[CH:25][CH:24]=3)[O:15][C:16]3[CH:22]=[CH:21][CH:20]=[CH:19][C:17]=3[O:18]2)[CH2:10][CH2:9]1. (2) Given the reactants [C:1]([C:5]1[CH:12]=[CH:11][C:8]([CH:9]=[O:10])=[CH:7][N:6]=1)([CH3:4])([CH3:3])[CH3:2].[BH4-].[Na+], predict the reaction product. The product is: [C:1]([C:5]1[N:6]=[CH:7][C:8]([CH2:9][OH:10])=[CH:11][CH:12]=1)([CH3:4])([CH3:2])[CH3:3].